Dataset: Full USPTO retrosynthesis dataset with 1.9M reactions from patents (1976-2016). Task: Predict the reactants needed to synthesize the given product. Given the product [CH:1]1([N:6]2[C:15]3[N:14]=[C:13]([NH:16][C:17]4[CH:27]=[CH:26][C:20]([C:21]([OH:23])=[O:22])=[CH:19][C:18]=4[O:28][CH3:29])[N:12]=[CH:11][C:10]=3[N:9]([CH3:30])[C:8](=[O:31])[C@H:7]2[CH2:32][CH3:33])[CH2:2][CH2:3][CH2:4][CH2:5]1, predict the reactants needed to synthesize it. The reactants are: [CH:1]1([N:6]2[C:15]3[N:14]=[C:13]([NH:16][C:17]4[CH:27]=[CH:26][C:20]([C:21]([O:23]CC)=[O:22])=[CH:19][C:18]=4[O:28][CH3:29])[N:12]=[CH:11][C:10]=3[N:9]([CH3:30])[C:8](=[O:31])[C@H:7]2[CH2:32][CH3:33])[CH2:5][CH2:4][CH2:3][CH2:2]1.[Li+].[OH-].